This data is from Forward reaction prediction with 1.9M reactions from USPTO patents (1976-2016). The task is: Predict the product of the given reaction. (1) Given the reactants [CH3:1][O:2][C:3]1[CH:4]=[C:5]([CH2:11][CH2:12][NH2:13])[CH:6]=[CH:7][C:8]=1[O:9][CH3:10].CC[O:16][C:17]([CH2:19][C:20]#[N:21])=O, predict the reaction product. The product is: [C:20]([CH2:19][C:17]([NH:13][CH2:12][CH2:11][C:5]1[CH:6]=[CH:7][C:8]([O:9][CH3:10])=[C:3]([O:2][CH3:1])[CH:4]=1)=[O:16])#[N:21]. (2) Given the reactants Br[CH2:2][C:3]1[CH:25]=[CH:24][C:6]2[S:7][CH:8]=[C:9]([C:10]3[CH:22]=[CH:21][C:13]([O:14][CH:15]4[CH2:20][CH2:19][O:18][CH2:17][CH2:16]4)=[CH:12][C:11]=3[CH3:23])[C:5]=2[CH:4]=1.[OH:26][C:27]1[N:32]=[CH:31][C:30]([CH:33]([C:40]#[C:41][CH3:42])[CH2:34][C:35]([O:37][CH2:38][CH3:39])=[O:36])=[CH:29][CH:28]=1, predict the reaction product. The product is: [CH3:23][C:11]1[CH:12]=[C:13]([O:14][CH:15]2[CH2:16][CH2:17][O:18][CH2:19][CH2:20]2)[CH:21]=[CH:22][C:10]=1[C:9]1[C:5]2[CH:4]=[C:3]([CH2:2][O:26][C:27]3[N:32]=[CH:31][C:30]([CH:33]([C:40]#[C:41][CH3:42])[CH2:34][C:35]([O:37][CH2:38][CH3:39])=[O:36])=[CH:29][CH:28]=3)[CH:25]=[CH:24][C:6]=2[S:7][CH:8]=1. (3) Given the reactants [Br:1][C:2]1[CH:10]=[C:9]2[C:5]([C:6]([CH:11]=[O:12])=[N:7][NH:8]2)=[CH:4][CH:3]=1.C(N(CC)CC)C.[C:20](O[C:20]([O:22][C:23]([CH3:26])([CH3:25])[CH3:24])=[O:21])([O:22][C:23]([CH3:26])([CH3:25])[CH3:24])=[O:21], predict the reaction product. The product is: [Br:1][C:2]1[CH:10]=[C:9]2[C:5]([C:6]([CH:11]=[O:12])=[N:7][N:8]2[C:20]([O:22][C:23]([CH3:26])([CH3:25])[CH3:24])=[O:21])=[CH:4][CH:3]=1. (4) Given the reactants [F:1][C:2]1[CH:7]=[C:6]([CH3:8])[C:5]([S:9][CH2:10][C:11]([F:14])([F:13])[F:12])=[CH:4][C:3]=1[N:15]1[C:20](=[O:21])[C:19]2[CH:22]=[CH:23][CH:24]=[N:25][C:18]=2[N:17]=[CH:16]1.ClC1C=CC=C(C(OO)=[O:34])C=1, predict the reaction product. The product is: [F:1][C:2]1[CH:7]=[C:6]([CH3:8])[C:5]([S:9]([CH2:10][C:11]([F:12])([F:13])[F:14])=[O:34])=[CH:4][C:3]=1[N:15]1[C:20](=[O:21])[C:19]2[CH:22]=[CH:23][CH:24]=[N:25][C:18]=2[N:17]=[CH:16]1.